Dataset: Aqueous solubility values for 9,982 compounds from the AqSolDB database. Task: Regression/Classification. Given a drug SMILES string, predict its absorption, distribution, metabolism, or excretion properties. Task type varies by dataset: regression for continuous measurements (e.g., permeability, clearance, half-life) or binary classification for categorical outcomes (e.g., BBB penetration, CYP inhibition). For this dataset (solubility_aqsoldb), we predict Y. (1) The compound is CC1CC2C3CCC4=CC(=O)C=CC4(C)C3(F)C(O)CC2(C)C1(O)C(=O)CO. The Y is -3.77 log mol/L. (2) The molecule is CCN1C(=O)C(C(N)=O)=C(C)/C(=N/Nc2cc(Nc3nc(F)nc(Nc4cc(S(=O)(=O)[O-])ccc4Cl)n3)ccc2S(=O)(=O)[O-])C1=O.[Na+].[Na+]. The Y is -0.921 log mol/L. (3) The compound is CCCCCCCCOC(=O)c1ccccc1C(=O)OCc1ccccc1. The Y is -8.29 log mol/L.